Task: Predict the product of the given reaction.. Dataset: Forward reaction prediction with 1.9M reactions from USPTO patents (1976-2016) The product is: [Br:1][C:2]1[C:7]([O:8][CH3:9])=[C:6]([NH2:10])[CH:5]=[C:4]([CH3:13])[N:3]=1. Given the reactants [Br:1][C:2]1[C:7]([O:8][CH3:9])=[C:6]([N+:10]([O-])=O)[CH:5]=[C:4]([CH3:13])[N+:3]=1[O-].[Cl-].[NH4+], predict the reaction product.